This data is from Forward reaction prediction with 1.9M reactions from USPTO patents (1976-2016). The task is: Predict the product of the given reaction. (1) The product is: [CH:1]1([N:7]2[C:11](=[O:12])[C:10]([NH:13][C:14]([C:16]3[C:20]([CH3:21])=[C:19](/[CH:22]=[CH:23]\[C:24]([CH3:26])([CH3:25])[CH3:27])[O:18][N:17]=3)=[O:15])=[C:9]([CH3:28])[N:8]2[CH3:29])[CH2:2][CH2:3][CH2:4][CH2:5][CH2:6]1. Given the reactants [CH:1]1([N:7]2[C:11](=[O:12])[C:10]([NH:13][C:14]([C:16]3[C:20]([CH3:21])=[C:19]([C:22]#[C:23][C:24]([CH3:27])([CH3:26])[CH3:25])[O:18][N:17]=3)=[O:15])=[C:9]([CH3:28])[N:8]2[CH3:29])[CH2:6][CH2:5][CH2:4][CH2:3][CH2:2]1.C(SCCO)CSCCO, predict the reaction product. (2) Given the reactants [Cl:1][C:2]1[N:7]=[C:6]([C:8]([OH:10])=[O:9])[CH:5]=[CH:4][N:3]=1.[CH:11]1C=CC=CC=1.C[Si](C=[N+]=[N-])(C)C, predict the reaction product. The product is: [Cl:1][C:2]1[N:7]=[C:6]([C:8]([O:10][CH3:11])=[O:9])[CH:5]=[CH:4][N:3]=1. (3) Given the reactants [C:1]([O:5][C:6]([N:8]1[CH2:13][CH2:12][O:11][C@H:10]([CH2:14][C:15]2[CH:20]=[CH:19][C:18]([O:21][CH3:22])=[C:17](Br)[CH:16]=2)[CH2:9]1)=[O:7])([CH3:4])([CH3:3])[CH3:2].CO[CH2:26][CH2:27]OC.[Cl-].[Li+].C([Sn](CCCC)(CCCC)C=C)CCC.[OH-].[Na+], predict the reaction product. The product is: [C:1]([O:5][C:6]([N:8]1[CH2:13][CH2:12][O:11][C@H:10]([CH2:14][C:15]2[CH:20]=[CH:19][C:18]([O:21][CH3:22])=[C:17]([CH:26]=[CH2:27])[CH:16]=2)[CH2:9]1)=[O:7])([CH3:4])([CH3:3])[CH3:2]. (4) Given the reactants [CH2:1]([N:8]1[C@H:13]([CH3:14])[CH2:12][N:11]([C:15]([C:17]2[CH:22]=[C:21]([C:23]3[CH:28]=[CH:27][C:26]([OH:29])=[CH:25][CH:24]=3)[N:20]=[C:19]3[N:30]([CH:34]4[CH2:39][CH2:38][CH2:37][CH2:36][O:35]4)[N:31]=[C:32]([CH3:33])[C:18]=23)=O)[C@@H:10]([CH3:40])[CH2:9]1)[C:2]1[CH:7]=[CH:6][CH:5]=[CH:4][CH:3]=1.[H-].[Al+3].[Li+].[H-].[H-].[H-], predict the reaction product. The product is: [CH2:1]([N:8]1[C@H:13]([CH3:14])[CH2:12][N:11]([CH2:15][C:17]2[CH:22]=[C:21]([C:23]3[CH:28]=[CH:27][C:26]([OH:29])=[CH:25][CH:24]=3)[N:20]=[C:19]3[N:30]([CH:34]4[CH2:39][CH2:38][CH2:37][CH2:36][O:35]4)[N:31]=[C:32]([CH3:33])[C:18]=23)[C@@H:10]([CH3:40])[CH2:9]1)[C:2]1[CH:7]=[CH:6][CH:5]=[CH:4][CH:3]=1.